This data is from Full USPTO retrosynthesis dataset with 1.9M reactions from patents (1976-2016). The task is: Predict the reactants needed to synthesize the given product. (1) Given the product [N+:12]([C:9]1[CH:10]=[C:11]2[C:6](=[CH:7][CH:8]=1)[N:5]=[C:4]([N:15]1[CH2:20][CH2:19][NH:18][CH2:17][CH2:16]1)[CH:3]=[C:2]2[CH:23]=[CH2:24])([O-:14])=[O:13], predict the reactants needed to synthesize it. The reactants are: Br[C:2]1[C:11]2[C:6](=[CH:7][CH:8]=[C:9]([N+:12]([O-:14])=[O:13])[CH:10]=2)[N:5]=[C:4]([N:15]2[CH2:20][CH2:19][N:18](C=O)[CH2:17][CH2:16]2)[CH:3]=1.[CH2:23]([Sn](CCCC)(CCCC)C=C)[CH2:24]CC. (2) Given the product [C:3]([N:7]1[C:11]([C:12]2[CH:13]=[CH:14][C:15]([O:18][CH3:19])=[CH:16][CH:17]=2)=[C:10]([C:20]2[S:21][CH:22]=[C:23](/[CH:25]=[CH:29]/[C:30]([O:31][CH2:32][CH3:28])=[O:27])[N:24]=2)[CH:9]=[N:8]1)([CH3:6])([CH3:5])[CH3:4], predict the reactants needed to synthesize it. The reactants are: [H-].[Na+].[C:3]([N:7]1[C:11]([C:12]2[CH:17]=[CH:16][C:15]([O:18][CH3:19])=[CH:14][CH:13]=2)=[C:10]([C:20]2[S:21][CH:22]=[C:23]([CH:25]=O)[N:24]=2)[CH:9]=[N:8]1)([CH3:6])([CH3:5])[CH3:4].[OH2:27].[CH2:28]1[CH2:32][O:31][CH2:30][CH2:29]1. (3) Given the product [CH2:35]([S:34][CH2:33][C:31]1[C:30]2[C:25](=[CH:26][CH:27]=[C:28]([C:43]3[CH:48]=[CH:47][S:49][CH:44]=3)[CH:29]=2)[NH:24][C:23]([CH3:22])([CH3:51])[CH:32]=1)[CH:36]=[CH2:37], predict the reactants needed to synthesize it. The reactants are: CC1(C)C=C(C)C2C(=CC=C(OS(C(F)(F)F)(=O)=O)C=2)N1.[CH3:22][C:23]1([CH3:51])[CH:32]=[C:31]([CH2:33][S:34][CH2:35][CH2:36][C:37]2C=CC=CC=2)[C:30]2[C:25](=[CH:26][CH:27]=[C:28]([C:43]3[CH:48]=[CH:47]C=C[C:44]=3[S:49]C)[CH:29]=2)[NH:24]1.CSC1C=CC=CC=1B(O)O.C1(CCS)C=CC=CC=1. (4) The reactants are: [N+:1]([O-:4])(O)=[O:2].[CH3:5][C:6]1[S:10][C:9]([C:11]([OH:13])=[O:12])=[CH:8][CH:7]=1. Given the product [CH3:5][C:6]1[S:10][C:9]([C:11]([OH:13])=[O:12])=[CH:8][C:7]=1[N+:1]([O-:4])=[O:2], predict the reactants needed to synthesize it.